This data is from Forward reaction prediction with 1.9M reactions from USPTO patents (1976-2016). The task is: Predict the product of the given reaction. Given the reactants [F:1][C:2]1[CH:7]=[C:6]([N+:8]([O-:10])=[O:9])[CH:5]=[CH:4][C:3]=1[CH2:11][CH2:12][CH2:13][C:14]([O:16]C)=[O:15].[OH-].[Na+], predict the reaction product. The product is: [F:1][C:2]1[CH:7]=[C:6]([N+:8]([O-:10])=[O:9])[CH:5]=[CH:4][C:3]=1[CH2:11][CH2:12][CH2:13][C:14]([OH:16])=[O:15].